This data is from Forward reaction prediction with 1.9M reactions from USPTO patents (1976-2016). The task is: Predict the product of the given reaction. (1) Given the reactants [Cl:1][C:2]1[CH:3]=[C:4]([CH:6]=[CH:7][C:8]=1[F:9])[NH2:5].[Br:10][C:11]1[S:15][C:14]2=[N:16][C:17]([C:19](O)=[O:20])=[CH:18][N:13]2[CH:12]=1, predict the reaction product. The product is: [Br:10][C:11]1[S:15][C:14]2=[N:16][C:17]([C:19]([NH:5][C:4]3[CH:6]=[CH:7][C:8]([F:9])=[C:2]([Cl:1])[CH:3]=3)=[O:20])=[CH:18][N:13]2[CH:12]=1. (2) Given the reactants [OH-:1].[Na+].[C:3]([O-])([OH:5])=[O:4].[Na+].[C:8](Cl)([C:10]1C=CC=CC=1)=[O:9].Cl.N1[CH:23]=[CH:22]C=CC=1, predict the reaction product. The product is: [C:8]([O:1][CH:23]1[CH2:22][O:5][CH2:3][O:4]1)(=[O:9])[CH3:10]. (3) Given the reactants [Cl:1][C:2]1[CH:3]=[C:4]2[C:8](=[CH:9][C:10]=1[O:11][CH3:12])[CH2:7][N:6](CC1C=CC(OC)=CC=1)[CH2:5]2.C1(OC)C=CC=CC=1, predict the reaction product. The product is: [Cl:1][C:2]1[CH:3]=[C:4]2[C:8](=[CH:9][C:10]=1[O:11][CH3:12])[CH2:7][NH:6][CH2:5]2. (4) Given the reactants [NH2:1][CH:2]([CH2:10][NH:11][C:12]1[C:17]([CH2:18][CH3:19])=[C:16]([N:20]2[CH2:25][CH2:24][CH:23]([C:26]3[CH:35]=[CH:34][C:33]4[CH2:32][CH2:31][CH2:30][NH:29][C:28]=4[N:27]=3)[CH2:22][CH2:21]2)[N:15]=[CH:14][N:13]=1)[C:3]([O:5][C:6]([CH3:9])([CH3:8])[CH3:7])=[O:4].[N+:36]([C:39]1[CH:44]=[CH:43][CH:42]=[CH:41][C:40]=1[N:45]=[C:46]=[O:47])([O-:38])=[O:37], predict the reaction product. The product is: [CH2:18]([C:17]1[C:12]([NH:11][CH2:10][CH:2]([NH:1][C:46]([NH:45][C:40]2[CH:41]=[CH:42][CH:43]=[CH:44][C:39]=2[N+:36]([O-:38])=[O:37])=[O:47])[C:3]([O:5][C:6]([CH3:8])([CH3:7])[CH3:9])=[O:4])=[N:13][CH:14]=[N:15][C:16]=1[N:20]1[CH2:21][CH2:22][CH:23]([C:26]2[CH:35]=[CH:34][C:33]3[CH2:32][CH2:31][CH2:30][NH:29][C:28]=3[N:27]=2)[CH2:24][CH2:25]1)[CH3:19]. (5) Given the reactants Cl[C:2]1[N:7]=[C:6]([NH:8][CH2:9][CH2:10][NH:11][C:12]2[N:17]=[C:16]([NH2:18])[C:15]([N+:19]([O-:21])=[O:20])=[CH:14][CH:13]=2)[N:5]2[N:22]=[CH:23][N:24]=[C:4]2[CH:3]=1.[Cl:25][C:26]1[CH:31]=[C:30]([Cl:32])[CH:29]=[CH:28][C:27]=1B(O)O.C(=O)([O-])[O-].[Na+].[Na+], predict the reaction product. The product is: [Cl:25][C:26]1[CH:31]=[C:30]([Cl:32])[CH:29]=[CH:28][C:27]=1[C:2]1[N:7]=[C:6]([NH:8][CH2:9][CH2:10][NH:11][C:12]2[N:17]=[C:16]([NH2:18])[C:15]([N+:19]([O-:21])=[O:20])=[CH:14][CH:13]=2)[N:5]2[N:22]=[CH:23][N:24]=[C:4]2[CH:3]=1. (6) Given the reactants CS(C)=O.C(Cl)(=O)C(Cl)=O.[Cl:11][C:12]1[CH:17]=[C:16]([Cl:18])[CH:15]=[CH:14][C:13]=1[CH:19]([N:21]1[C:25]([CH2:26][OH:27])=[CH:24][C:23]([O:28][CH:29]([CH3:31])[CH3:30])=[N:22]1)[CH3:20].C(N(CC)CC)C, predict the reaction product. The product is: [Cl:11][C:12]1[CH:17]=[C:16]([Cl:18])[CH:15]=[CH:14][C:13]=1[CH:19]([N:21]1[C:25]([CH:26]=[O:27])=[CH:24][C:23]([O:28][CH:29]([CH3:31])[CH3:30])=[N:22]1)[CH3:20]. (7) Given the reactants [C:1]([O:5][C:6](=[O:9])[CH2:7][NH2:8])([CH3:4])([CH3:3])[CH3:2].[O:10]1[CH2:15][CH:14]=[C:13]([C:16]([CH3:21])([CH3:20])[CH2:17][CH:18]=O)[CH2:12][CH2:11]1, predict the reaction product. The product is: [C:1]([O:5][C:6](=[O:9])[CH2:7]/[N:8]=[CH:18]/[CH2:17][C:16]([C:13]1[CH2:14][CH2:15][O:10][CH2:11][CH:12]=1)([CH3:21])[CH3:20])([CH3:4])([CH3:3])[CH3:2]. (8) Given the reactants [Br:1][C:2]1[CH:20]=[CH:19][C:5]2[O:6][C:7]3[CH:16]=[CH:15][C:14]([O:17][CH3:18])=[CH:13][C:8]=3[C:9](=O)[C:10](=[O:11])[C:4]=2[CH:3]=1.Cl.[CH3:22][NH:23][C:24]([NH2:26])=[NH:25].C(=O)([O-])[O-].[Na+].[Na+], predict the reaction product. The product is: [NH2:26][C:24]1[N:23]([CH3:22])[C:10](=[O:11])[C:9]2([N:25]=1)[C:19]1[CH:20]=[C:2]([Br:1])[CH:3]=[CH:4][C:5]=1[O:6][C:7]1[C:8]2=[CH:13][C:14]([O:17][CH3:18])=[CH:15][CH:16]=1. (9) Given the reactants [CH3:1][O:2][C:3](=[O:22])[CH2:4][CH2:5][CH2:6][CH2:7][CH2:8][CH2:9][NH:10][CH2:11][C:12]1[CH:17]=[CH:16][C:15]([CH2:18][CH2:19][CH2:20][CH3:21])=[CH:14][CH:13]=1.C(N(CC)C(C)C)(C)C.Cl.[N:33]1[CH:38]=[CH:37][CH:36]=[C:35]([S:39](Cl)(=[O:41])=[O:40])[CH:34]=1, predict the reaction product. The product is: [CH3:1][O:2][C:3](=[O:22])[CH2:4][CH2:5][CH2:6][CH2:7][CH2:8][CH2:9][N:10]([CH2:11][C:12]1[CH:17]=[CH:16][C:15]([CH2:18][CH2:19][CH2:20][CH3:21])=[CH:14][CH:13]=1)[S:39]([C:35]1[CH:34]=[N:33][CH:38]=[CH:37][CH:36]=1)(=[O:41])=[O:40]. (10) The product is: [Cl:1][CH2:2][C:3]1[N:4]=[C:5]2[CH:13]=[CH:12][CH:11]=[CH:10][N:6]2[C:7](=[O:9])[C:8]=1[I:14]. Given the reactants [Cl:1][CH2:2][C:3]1[N:4]=[C:5]2[CH:13]=[CH:12][CH:11]=[CH:10][N:6]2[C:7](=[O:9])[CH:8]=1.[I:14]N1C(=O)CCC1=O, predict the reaction product.